From a dataset of Full USPTO retrosynthesis dataset with 1.9M reactions from patents (1976-2016). Predict the reactants needed to synthesize the given product. (1) Given the product [CH3:18][O:19][C:2]1[C:11]([S:12][CH3:13])=[C:10]([C:14]([F:17])([F:16])[F:15])[CH:9]=[CH:8][C:3]=1[C:4]([O:6][CH3:7])=[O:5], predict the reactants needed to synthesize it. The reactants are: F[C:2]1[C:11]([S:12][CH3:13])=[C:10]([C:14]([F:17])([F:16])[F:15])[CH:9]=[CH:8][C:3]=1[C:4]([O:6][CH3:7])=[O:5].[CH3:18][O-:19].[Na+]. (2) Given the product [CH:1]([N:14]1[CH2:19][CH2:18][N:17]([CH2:20][CH:21]2[O:25][C:24](=[O:26])[N:23]([CH2:27][CH2:28][CH3:29])[CH2:22]2)[CH2:16][CH2:15]1)([C:8]1[CH:9]=[CH:10][CH:11]=[CH:12][CH:13]=1)[C:2]1[CH:7]=[CH:6][CH:5]=[CH:4][CH:3]=1, predict the reactants needed to synthesize it. The reactants are: [CH:1]([N:14]1[CH2:19][CH2:18][N:17]([CH2:20][CH:21]2[O:25][C:24](=[O:26])[N:23]([CH2:27][C:28]3C=CC(F)=C[CH:29]=3)[CH2:22]2)[CH2:16][CH2:15]1)([C:8]1[CH:13]=[CH:12][CH:11]=[CH:10][CH:9]=1)[C:2]1[CH:7]=[CH:6][CH:5]=[CH:4][CH:3]=1.CC1C=CC(S(OC)(=O)=O)=CC=1.CC1C=CC(S(OCC2OC(=O)N(CC3C=CC(F)=CC=3)C2)(=O)=O)=CC=1. (3) Given the product [CH3:1][O:2][C:3](=[O:16])[C:4]1[CH:9]=[C:8]([N+:10]([O-:12])=[O:11])[C:7]([NH:13][CH3:14])=[CH:6][C:5]=1[N:19]([CH2:20][CH3:21])[CH2:17][CH3:18], predict the reactants needed to synthesize it. The reactants are: [CH3:1][O:2][C:3](=[O:16])[C:4]1[CH:9]=[C:8]([N+:10]([O-:12])=[O:11])[C:7]([NH:13][CH3:14])=[CH:6][C:5]=1F.[CH2:17]([NH:19][CH2:20][CH3:21])[CH3:18]. (4) Given the product [N:26]1[CH:31]=[CH:30][C:29]([C:2]2[CH:3]=[C:4]3[C:10]([NH:11][C:12]([C:14]4[CH:15]=[N:16][N:17]([CH2:19][C:20]5[CH:25]=[CH:24][CH:23]=[CH:22][CH:21]=5)[CH:18]=4)=[O:13])=[CH:9][NH:8][C:5]3=[N:6][CH:7]=2)=[CH:28][CH:27]=1, predict the reactants needed to synthesize it. The reactants are: Br[C:2]1[CH:3]=[C:4]2[C:10]([NH:11][C:12]([C:14]3[CH:15]=[N:16][N:17]([CH2:19][C:20]4[CH:25]=[CH:24][CH:23]=[CH:22][CH:21]=4)[CH:18]=3)=[O:13])=[CH:9][NH:8][C:5]2=[N:6][CH:7]=1.[N:26]1[CH:31]=[CH:30][C:29](B(O)O)=[CH:28][CH:27]=1.[O-]P([O-])([O-])=O.[K+].[K+].[K+]. (5) Given the product [Cl:1][C:2]1[N:7]=[C:6]([N:8]([CH:9]2[CH2:12][CH2:11][CH2:10]2)[CH3:13])[CH:5]=[N:4][CH:3]=1, predict the reactants needed to synthesize it. The reactants are: [Cl:1][C:2]1[N:7]=[C:6]([NH:8][CH:9]2[CH2:12][CH2:11][CH2:10]2)[CH:5]=[N:4][CH:3]=1.[CH2:13]([Li])CCC.CI.[Cl-].[NH4+]. (6) The reactants are: Cl[C:2]1[N:7]=[CH:6][N:5]=[C:4]([NH:8][C:9]2[CH:14]=[CH:13][CH:12]=[C:11]([CH2:15][S:16]([CH3:19])(=[O:18])=[O:17])[CH:10]=2)[N:3]=1.[F:20][CH:21]([F:39])[O:22][C:23]1[CH:28]=[C:27]([F:29])[CH:26]=[CH:25][C:24]=1B1OC(C)(C)C(C)(C)O1. Given the product [F:39][CH:21]([F:20])[O:22][C:23]1[CH:28]=[C:27]([F:29])[CH:26]=[CH:25][C:24]=1[C:2]1[N:7]=[CH:6][N:5]=[C:4]([NH:8][C:9]2[CH:14]=[CH:13][CH:12]=[C:11]([CH2:15][S:16]([CH3:19])(=[O:18])=[O:17])[CH:10]=2)[N:3]=1, predict the reactants needed to synthesize it. (7) Given the product [Cl:1][C:2]1[CH:3]=[C:4]2[C:8](=[CH:9][CH:10]=1)[N:7]([C:11]1[CH:16]=[CH:15][CH:14]=[C:13]([C:17]([F:20])([F:19])[F:18])[CH:12]=1)[C:6]([CH:21]([NH:28][C:29]1[CH:30]=[CH:31][C:32]([C:35]([N:37]([CH3:45])[CH2:38][CH2:39][C:40]([OH:42])=[O:41])=[O:36])=[CH:33][CH:34]=1)[CH2:22][CH2:23][CH2:24][CH2:25][CH2:26][CH3:27])=[CH:5]2, predict the reactants needed to synthesize it. The reactants are: [Cl:1][C:2]1[CH:3]=[C:4]2[C:8](=[CH:9][CH:10]=1)[N:7]([C:11]1[CH:16]=[CH:15][CH:14]=[C:13]([C:17]([F:20])([F:19])[F:18])[CH:12]=1)[C:6]([CH:21]([NH:28][C:29]1[CH:34]=[CH:33][C:32]([C:35]([N:37]([CH3:45])[CH2:38][CH2:39][C:40]([O:42]CC)=[O:41])=[O:36])=[CH:31][CH:30]=1)[CH2:22][CH2:23][CH2:24][CH2:25][CH2:26][CH3:27])=[CH:5]2.O1CCCC1.[OH-].[Na+]. (8) The reactants are: Br[C:2]1[CH:19]=[CH:18][C:5]([C:6]([NH:8][C@@H:9]([C:12]2[CH:17]=[CH:16][CH:15]=[CH:14][CH:13]=2)[CH2:10][OH:11])=[O:7])=[C:4]([F:20])[CH:3]=1.[NH2:21][C:22]1[N:27]=[CH:26][C:25]([CH:28]2[CH2:33][CH2:32][N:31](C(OC(C)(C)C)=O)[CH2:30][CH2:29]2)=[CH:24][C:23]=1B1OC(C)(C)C(C)(C)O1.C(=O)([O-])[O-].[Na+].[Na+]. Given the product [NH2:21][C:22]1[C:23]([C:2]2[CH:19]=[CH:18][C:5]([C:6]([NH:8][C@@H:9]([C:12]3[CH:17]=[CH:16][CH:15]=[CH:14][CH:13]=3)[CH2:10][OH:11])=[O:7])=[C:4]([F:20])[CH:3]=2)=[CH:24][C:25]([CH:28]2[CH2:33][CH2:32][NH:31][CH2:30][CH2:29]2)=[CH:26][N:27]=1, predict the reactants needed to synthesize it. (9) Given the product [Br:1][C:2]1[CH:3]=[N:4][N:5]([CH3:16])[C:6]=1[C:7]1[CH:8]=[C:9]([C:13]([NH:17][C@@H:18]([CH2:31][C:32]2[CH:37]=[CH:36][CH:35]=[C:34]([C:38]([F:41])([F:39])[F:40])[CH:33]=2)[CH2:19][N:20]2[C:21](=[O:30])[C:22]3[C:27](=[CH:26][CH:25]=[CH:24][CH:23]=3)[C:28]2=[O:29])=[O:15])[S:10][C:11]=1[CH3:12], predict the reactants needed to synthesize it. The reactants are: [Br:1][C:2]1[CH:3]=[N:4][N:5]([CH3:16])[C:6]=1[C:7]1[CH:8]=[C:9]([C:13]([OH:15])=O)[S:10][C:11]=1[CH3:12].[NH2:17][C@@H:18]([CH2:31][C:32]1[CH:37]=[CH:36][CH:35]=[C:34]([C:38]([F:41])([F:40])[F:39])[CH:33]=1)[CH2:19][N:20]1[C:28](=[O:29])[C:27]2[C:22](=[CH:23][CH:24]=[CH:25][CH:26]=2)[C:21]1=[O:30].CC(OC(N[C@H](C(O)=O)CC1C=CC=CC=1C(F)(F)F)=O)(C)C.C1CN([P+](Br)(N2CCCC2)N2CCCC2)CC1.F[P-](F)(F)(F)(F)F.CCN(C(C)C)C(C)C.